Dataset: Catalyst prediction with 721,799 reactions and 888 catalyst types from USPTO. Task: Predict which catalyst facilitates the given reaction. (1) Reactant: C[O:2][C:3]1[CH:15]=[C:14]2[C:6]([CH:7]3[CH:12]([CH2:13]2)[CH2:11][CH2:10][CH2:9][CH2:8]3)=[CH:5][CH:4]=1.B(Br)(Br)Br. Product: [CH:15]1[C:14]2[CH2:13][CH:12]3[CH:7]([CH2:8][CH2:9][CH2:10][CH2:11]3)[C:6]=2[CH:5]=[CH:4][C:3]=1[OH:2]. The catalyst class is: 2. (2) Reactant: [CH2:1]([O:3][C:4]1[CH:9]=[CH:8][C:7]([C:10]([F:13])([F:12])[F:11])=[CH:6][C:5]=1[C:14](=O)[CH2:15][C:16]([O:18]CC)=O)[CH3:2].C1(S([O-])(=O)=O)C=CC=CC=1.[CH2:32]([O:34][C:35]([C:37]1[CH:42]=[CH:41][C:40]([C@@H:43]([NH2+:45][NH2:46])[CH3:44])=[CH:39][CH:38]=1)=[O:36])[CH3:33].C(N(CC)CC)C.[S:54](O[S:54]([C:57]([F:60])([F:59])[F:58])(=[O:56])=[O:55])([C:57]([F:60])([F:59])[F:58])(=[O:56])=[O:55]. Product: [CH2:1]([O:3][C:4]1[CH:9]=[CH:8][C:7]([C:10]([F:11])([F:12])[F:13])=[CH:6][C:5]=1[C:14]1[CH:15]=[C:16]([O:18][S:54]([C:57]([F:60])([F:59])[F:58])(=[O:56])=[O:55])[N:45]([C@H:43]([C:40]2[CH:41]=[CH:42][C:37]([C:35]([O:34][CH2:32][CH3:33])=[O:36])=[CH:38][CH:39]=2)[CH3:44])[N:46]=1)[CH3:2]. The catalyst class is: 115. (3) Reactant: [NH:1]1[C:9]2[C:4](=[CH:5][C:6]([NH:10][S:11]([CH3:14])(=[O:13])=[O:12])=[CH:7][CH:8]=2)[CH2:3][CH2:2]1.[H-].[Na+].[OH2:17]. Product: [C:3]([N:1]1[C:9]2[C:4](=[CH:5][C:6]([NH:10][S:11]([CH3:14])(=[O:12])=[O:13])=[CH:7][CH:8]=2)[CH2:3][CH2:2]1)(=[O:17])[C:4]1[CH:9]=[CH:8][CH:7]=[CH:6][CH:5]=1. The catalyst class is: 4. (4) Reactant: [NH2:1][C:2]1[N:7]=[CH:6][C:5]([C:8]2[CH:13]=[CH:12][C:11]([CH2:14][OH:15])=[CH:10][CH:9]=2)=[CH:4][C:3]=1[O:16][CH:17]([C:19]1[C:24]([Cl:25])=[CH:23][CH:22]=[C:21]([F:26])[C:20]=1[Cl:27])[CH3:18].[CH3:28][P:29](Cl)([CH3:31])=[O:30].C(N(CC)CC)C. Product: [Cl:27][C:20]1[C:21]([F:26])=[CH:22][CH:23]=[C:24]([Cl:25])[C:19]=1[CH:17]([O:16][C:3]1[C:2]([NH2:1])=[N:7][CH:6]=[C:5]([C:8]2[CH:9]=[CH:10][C:11]([CH2:14][O:15][P:29]([CH3:31])([CH3:28])=[O:30])=[CH:12][CH:13]=2)[CH:4]=1)[CH3:18]. The catalyst class is: 4. (5) Reactant: [C:1]1([CH2:7][S:8](Cl)(=[O:10])=[O:9])[CH:6]=[CH:5][CH:4]=[CH:3][CH:2]=1.C(N(C(C)C)CC)(C)C.[O:21]1[C:25]2[CH:26]=[CH:27][C:28]([C:30]3[N:31]=[C:32]([CH:42]4[CH2:47][CH2:46][CH:45]([NH2:48])[CH2:44][CH2:43]4)[NH:33][C:34]=3[C:35]3[CH:40]=[CH:39][CH:38]=[C:37]([CH3:41])[N:36]=3)=[CH:29][C:24]=2[O:23][CH2:22]1. Product: [O:21]1[C:25]2[CH:26]=[CH:27][C:28]([C:30]3[N:31]=[C:32]([CH:42]4[CH2:47][CH2:46][CH:45]([NH:48][S:8]([CH2:7][C:1]5[CH:6]=[CH:5][CH:4]=[CH:3][CH:2]=5)(=[O:10])=[O:9])[CH2:44][CH2:43]4)[NH:33][C:34]=3[C:35]3[CH:40]=[CH:39][CH:38]=[C:37]([CH3:41])[N:36]=3)=[CH:29][C:24]=2[O:23][CH2:22]1. The catalyst class is: 1.